Dataset: Full USPTO retrosynthesis dataset with 1.9M reactions from patents (1976-2016). Task: Predict the reactants needed to synthesize the given product. (1) Given the product [CH2:3]([N:10]1[CH2:15][CH2:14][CH:13]([OH:16])[C:12]([CH2:18][CH3:19])([CH3:17])[CH2:11]1)[C:4]1[CH:5]=[CH:6][CH:7]=[CH:8][CH:9]=1, predict the reactants needed to synthesize it. The reactants are: [BH4-].[Na+].[CH2:3]([N:10]1[CH2:15][CH2:14][C:13](=[O:16])[C:12]([CH2:18][CH3:19])([CH3:17])[CH2:11]1)[C:4]1[CH:9]=[CH:8][CH:7]=[CH:6][CH:5]=1. (2) Given the product [Cl:22][C:12]1[C:11]([N:8]([CH2:9][CH3:10])[C:6](=[O:7])[CH:5]([OH:4])[CH3:23])=[CH:15][N:14]([C:16]2[CH:17]=[N:18][CH:19]=[CH:20][CH:21]=2)[N:13]=1, predict the reactants needed to synthesize it. The reactants are: C([O:4][CH:5]([CH3:23])[C:6]([N:8]([C:11]1[C:12]([Cl:22])=[N:13][N:14]([C:16]2[CH:17]=[N:18][CH:19]=[CH:20][CH:21]=2)[CH:15]=1)[CH2:9][CH3:10])=[O:7])(=O)C.[OH-].[Li+].Cl. (3) Given the product [F:33][C:29]1[CH:28]=[C:27]([CH:32]=[CH:31][CH:30]=1)[CH2:26][O:25][C:22]1[CH:23]=[CH:24][C:19]([O:18][CH:15]2[CH2:16][CH2:17][N:12]([C:10]([NH:9][C:6]3[CH:5]=[CH:4][C:3]([C:1]([NH2:2])=[O:35])=[N:8][CH:7]=3)=[O:11])[CH2:13][CH2:14]2)=[CH:20][CH:21]=1, predict the reactants needed to synthesize it. The reactants are: [C:1]([C:3]1[N:8]=[CH:7][C:6]([NH:9][C:10]([N:12]2[CH2:17][CH2:16][CH:15]([O:18][C:19]3[CH:24]=[CH:23][C:22]([O:25][CH2:26][C:27]4[CH:32]=[CH:31][CH:30]=[C:29]([F:33])[CH:28]=4)=[CH:21][CH:20]=3)[CH2:14][CH2:13]2)=[O:11])=[CH:5][CH:4]=1)#[N:2].C(=O)([O-])[O-:35].[K+].[K+].OO.O. (4) Given the product [CH2:1]([O:8][C:9]1[CH:20]=[CH:19][C:12]2[CH2:13][CH:14]([C:16]([OH:18])=[O:17])[O:15][C:11]=2[CH:10]=1)[C:2]1[CH:3]=[CH:4][CH:5]=[CH:6][CH:7]=1, predict the reactants needed to synthesize it. The reactants are: [CH2:1]([O:8][C:9]1[CH:20]=[CH:19][C:12]2[CH:13]=[C:14]([C:16]([OH:18])=[O:17])[O:15][C:11]=2[CH:10]=1)[C:2]1[CH:7]=[CH:6][CH:5]=[CH:4][CH:3]=1. (5) Given the product [F:1][C:2]1[CH:7]=[CH:6][C:5]([CH2:8][CH2:9][N:10]2[CH2:11][CH2:12][C:13]3([CH2:24][C:23](=[O:25])[C:22]4[C:17](=[CH:18][CH:19]=[C:20](/[CH:26]=[CH:27]/[C:28]([NH:31][O:32][CH:33]5[CH2:38][CH2:37][CH2:36][CH2:35][O:34]5)=[O:29])[CH:21]=4)[O:16]3)[CH2:14][CH2:15]2)=[CH:4][CH:3]=1, predict the reactants needed to synthesize it. The reactants are: [F:1][C:2]1[CH:7]=[CH:6][C:5]([CH2:8][CH2:9][N:10]2[CH2:15][CH2:14][C:13]3([CH2:24][C:23](=[O:25])[C:22]4[C:17](=[CH:18][CH:19]=[C:20](/[CH:26]=[CH:27]/[C:28](O)=[O:29])[CH:21]=4)[O:16]3)[CH2:12][CH2:11]2)=[CH:4][CH:3]=1.[NH2:31][O:32][CH:33]1[CH2:38][CH2:37][CH2:36][CH2:35][O:34]1.